From a dataset of Forward reaction prediction with 1.9M reactions from USPTO patents (1976-2016). Predict the product of the given reaction. (1) Given the reactants [N+:1]([C:4]1[CH:5]=[C:6]2[C:10](=[CH:11][CH:12]=1)[NH:9][CH:8]=[C:7]2[CH:13]=O)([O-:3])=[O:2].C(#N)[CH:16]([CH2:18][C:19]#[N:20])O.[NH:22]1CCCCC1, predict the reaction product. The product is: [N+:1]([C:4]1[CH:5]=[C:6]2[C:10](=[CH:11][CH:12]=1)[NH:9][CH:8]=[C:7]2[CH:13]=[C:18]([C:16]#[N:22])[C:19]#[N:20])([O-:3])=[O:2]. (2) Given the reactants OO[S:3]([O-])=O.[K+].Cl.[Br:8][C:9]1[CH:10]=[N:11][N:12]2[C:17]([NH:18][CH2:19][C:20]3[CH:21]=[N:22][CH:23]=[CH:24][CH:25]=3)=[N:16]C(SC)=[N:14][C:13]=12.[CH2:28](O)[CH3:29].O, predict the reaction product. The product is: [Br:8][C:9]1[C:10](=[S:3])[NH:11][N:12]2[C:17]([NH:18][CH2:19][C:20]3[CH:21]=[N:22][CH:23]=[CH:24][CH:25]=3)=[N:16][C:28]([CH3:29])=[N:14][C:13]=12.